This data is from NCI-60 drug combinations with 297,098 pairs across 59 cell lines. The task is: Regression. Given two drug SMILES strings and cell line genomic features, predict the synergy score measuring deviation from expected non-interaction effect. (1) Drug 1: C1CCC(C1)C(CC#N)N2C=C(C=N2)C3=C4C=CNC4=NC=N3. Drug 2: C1=NC2=C(N1)C(=S)N=C(N2)N. Cell line: TK-10. Synergy scores: CSS=36.2, Synergy_ZIP=-9.21, Synergy_Bliss=1.29, Synergy_Loewe=-1.98, Synergy_HSA=2.34. (2) Drug 1: CCN(CC)CCNC(=O)C1=C(NC(=C1C)C=C2C3=C(C=CC(=C3)F)NC2=O)C. Drug 2: CC(C)CN1C=NC2=C1C3=CC=CC=C3N=C2N. Cell line: TK-10. Synergy scores: CSS=0.976, Synergy_ZIP=-1.56, Synergy_Bliss=-5.15, Synergy_Loewe=-4.80, Synergy_HSA=-4.63. (3) Drug 1: CC1=C(C=C(C=C1)NC(=O)C2=CC=C(C=C2)CN3CCN(CC3)C)NC4=NC=CC(=N4)C5=CN=CC=C5. Drug 2: CC(C)(C#N)C1=CC(=CC(=C1)CN2C=NC=N2)C(C)(C)C#N. Cell line: UO-31. Synergy scores: CSS=-6.70, Synergy_ZIP=7.46, Synergy_Bliss=9.11, Synergy_Loewe=-5.43, Synergy_HSA=-5.69. (4) Drug 1: CNC(=O)C1=NC=CC(=C1)OC2=CC=C(C=C2)NC(=O)NC3=CC(=C(C=C3)Cl)C(F)(F)F. Drug 2: C1=CC=C(C(=C1)C(C2=CC=C(C=C2)Cl)C(Cl)Cl)Cl. Cell line: SK-OV-3. Synergy scores: CSS=-5.15, Synergy_ZIP=6.81, Synergy_Bliss=7.14, Synergy_Loewe=0.290, Synergy_HSA=-0.0989. (5) Synergy scores: CSS=22.3, Synergy_ZIP=-0.0271, Synergy_Bliss=0.660, Synergy_Loewe=-42.3, Synergy_HSA=-0.595. Drug 1: CCC1(CC2CC(C3=C(CCN(C2)C1)C4=CC=CC=C4N3)(C5=C(C=C6C(=C5)C78CCN9C7C(C=CC9)(C(C(C8N6C=O)(C(=O)OC)O)OC(=O)C)CC)OC)C(=O)OC)O.OS(=O)(=O)O. Drug 2: CN1C(=O)N2C=NC(=C2N=N1)C(=O)N. Cell line: NCI-H522. (6) Synergy scores: CSS=22.5, Synergy_ZIP=-3.68, Synergy_Bliss=2.38, Synergy_Loewe=-6.21, Synergy_HSA=1.55. Drug 1: CC1C(C(CC(O1)OC2CC(CC3=C2C(=C4C(=C3O)C(=O)C5=C(C4=O)C(=CC=C5)OC)O)(C(=O)C)O)N)O.Cl. Drug 2: C1=NNC2=C1C(=O)NC=N2. Cell line: A498. (7) Drug 1: CC1=C(C(=O)C2=C(C1=O)N3CC4C(C3(C2COC(=O)N)OC)N4)N. Drug 2: C(CCl)NC(=O)N(CCCl)N=O. Cell line: T-47D. Synergy scores: CSS=1.09, Synergy_ZIP=1.19, Synergy_Bliss=1.75, Synergy_Loewe=2.21, Synergy_HSA=-1.14. (8) Drug 1: C1=CC(=CC=C1CC(C(=O)O)N)N(CCCl)CCCl.Cl. Drug 2: C1C(C(OC1N2C=NC3=C(N=C(N=C32)Cl)N)CO)O. Cell line: NCI-H226. Synergy scores: CSS=0.141, Synergy_ZIP=-0.729, Synergy_Bliss=2.61, Synergy_Loewe=-0.387, Synergy_HSA=0.593. (9) Drug 1: C1CCN(CC1)CCOC2=CC=C(C=C2)C(=O)C3=C(SC4=C3C=CC(=C4)O)C5=CC=C(C=C5)O. Drug 2: COC1=CC(=CC(=C1O)OC)C2C3C(COC3=O)C(C4=CC5=C(C=C24)OCO5)OC6C(C(C7C(O6)COC(O7)C8=CC=CS8)O)O. Cell line: 786-0. Synergy scores: CSS=43.3, Synergy_ZIP=-0.187, Synergy_Bliss=0.266, Synergy_Loewe=-8.10, Synergy_HSA=1.06. (10) Drug 1: C1=NC2=C(N=C(N=C2N1C3C(C(C(O3)CO)O)O)F)N. Drug 2: C1=CC=C(C=C1)NC(=O)CCCCCCC(=O)NO. Cell line: U251. Synergy scores: CSS=8.04, Synergy_ZIP=-6.57, Synergy_Bliss=-10.6, Synergy_Loewe=-12.7, Synergy_HSA=-10.3.